From a dataset of Peptide-MHC class I binding affinity with 185,985 pairs from IEDB/IMGT. Regression. Given a peptide amino acid sequence and an MHC pseudo amino acid sequence, predict their binding affinity value. This is MHC class I binding data. (1) The binding affinity (normalized) is 0. The MHC is Patr-B0101 with pseudo-sequence Patr-B0101. The peptide sequence is PSTEDLVNL. (2) The peptide sequence is ASLPLFTGHE. The MHC is H-2-Db with pseudo-sequence H-2-Db. The binding affinity (normalized) is 0. (3) The peptide sequence is SFYGYGFNV. The MHC is HLA-A02:16 with pseudo-sequence HLA-A02:16. The binding affinity (normalized) is 0.744.